Dataset: Full USPTO retrosynthesis dataset with 1.9M reactions from patents (1976-2016). Task: Predict the reactants needed to synthesize the given product. Given the product [C:1]([C:3]1[CH:8]=[CH:7][C:6]([CH:9]([C:47]2[C:46](=[O:51])[CH2:45][CH:44]([C:41]3[CH:40]=[CH:39][C:38]([C:37]([F:52])([F:53])[F:36])=[CH:43][CH:42]=3)[CH2:49][C:48]=2[OH:50])[NH:10][C:11]([NH:13][C:14]2[CH:19]=[CH:18][CH:17]=[C:16]([C:20]([F:21])([F:23])[F:22])[CH:15]=2)=[O:12])=[CH:5][CH:4]=1)#[N:2], predict the reactants needed to synthesize it. The reactants are: [C:1]([C:3]1[CH:8]=[CH:7][C:6]([CH:9](C2C(=O)CC(C(F)(F)F)CC=2O)[NH:10][C:11]([NH:13][C:14]2[CH:19]=[CH:18][CH:17]=[C:16]([C:20]([F:23])([F:22])[F:21])[CH:15]=2)=[O:12])=[CH:5][CH:4]=1)#[N:2].[F:36][C:37]([F:53])([F:52])[C:38]1[CH:43]=[CH:42][C:41]([CH:44]2[CH2:49][C:48](=[O:50])[CH2:47][C:46](=[O:51])[CH2:45]2)=[CH:40][CH:39]=1.